This data is from Full USPTO retrosynthesis dataset with 1.9M reactions from patents (1976-2016). The task is: Predict the reactants needed to synthesize the given product. (1) Given the product [CH3:19][O:18][C:16](=[O:17])[CH2:15][N:4]1[C:5]2[CH:10]=[CH:9][CH:8]=[CH:7][C:6]=2[S:1][CH2:2][C:3]1=[O:11], predict the reactants needed to synthesize it. The reactants are: [S:1]1[C:6]2[CH:7]=[CH:8][CH:9]=[CH:10][C:5]=2[NH:4][C:3](=[O:11])[CH2:2]1.[H-].[Na+].Br[CH2:15][C:16]([O:18][CH3:19])=[O:17].C(O)(=O)CC(CC(O)=O)(C(O)=O)O. (2) The reactants are: [CH2:1]([O:8][C:9]1[C:10]([NH2:16])=[N:11][CH:12]=[C:13]([Br:15])[CH:14]=1)[C:2]1[CH:7]=[CH:6][CH:5]=[CH:4][CH:3]=1.Cl[C:18]1[C:23]([N:24]=[C:25]=[S:26])=[CH:22][CH:21]=[CH:20][N:19]=1. Given the product [CH2:1]([O:8][C:9]1[C:10]([NH:16][C:25]2[S:26][C:18]3[C:23]([N:24]=2)=[CH:22][CH:21]=[CH:20][N:19]=3)=[N:11][CH:12]=[C:13]([Br:15])[CH:14]=1)[C:2]1[CH:3]=[CH:4][CH:5]=[CH:6][CH:7]=1, predict the reactants needed to synthesize it. (3) Given the product [C:28]([C:26]1[CH:25]=[CH:24][C:23]([O:30][CH3:31])=[C:22]([S:19]([N:18]([CH2:35][C:36]2[N:37]=[C:38]([CH3:41])[S:39][CH:40]=2)[CH2:17][CH2:16][C:8]2[CH:9]=[CH:10][C:11]([CH:13]([CH3:15])[CH3:14])=[CH:12][C:7]=2[O:6][CH2:5][C:4]([O:3][CH2:1][CH3:2])=[O:32])(=[O:20])=[O:21])[CH:27]=1)#[N:29], predict the reactants needed to synthesize it. The reactants are: [CH2:1]([O:3][C:4](=[O:32])[CH2:5][O:6][C:7]1[CH:12]=[C:11]([CH:13]([CH3:15])[CH3:14])[CH:10]=[CH:9][C:8]=1[CH2:16][CH2:17][NH:18][S:19]([C:22]1[CH:27]=[C:26]([C:28]#[N:29])[CH:25]=[CH:24][C:23]=1[O:30][CH3:31])(=[O:21])=[O:20])[CH3:2].Cl.Cl[CH2:35][C:36]1[N:37]=[C:38]([CH3:41])[S:39][CH:40]=1.C(=O)([O-])[O-].[K+].[K+].C(=O)(O)[O-].[Na+]. (4) Given the product [CH3:33][O:32][C:30]1[CH:29]=[C:28]([CH2:34][CH2:35][C:36]2[CH:37]=[C:38]([NH:41][C:20]([C:17]3[CH:18]=[N:19][C:14]([N:10]4[CH2:11][CH2:12][NH:13][C@@H:8]([CH:6]([CH3:5])[CH3:7])[CH2:9]4)=[N:15][CH:16]=3)=[O:22])[NH:39][N:40]=2)[CH:27]=[C:26]([O:25][CH3:24])[CH:31]=1, predict the reactants needed to synthesize it. The reactants are: C[Al](C)C.[CH3:5][CH:6]([C@@H:8]1[NH:13][CH2:12][CH2:11][N:10]([C:14]2[N:19]=[CH:18][C:17]([C:20]([O:22]C)=O)=[CH:16][N:15]=2)[CH2:9]1)[CH3:7].[CH3:24][O:25][C:26]1[CH:27]=[C:28]([CH2:34][CH2:35][C:36]2[CH:37]=[C:38]([NH2:41])[NH:39][N:40]=2)[CH:29]=[C:30]([O:32][CH3:33])[CH:31]=1. (5) Given the product [F:1][C:2]1[CH:7]=[CH:6][C:5]([N:8]2[CH2:13][CH2:12][N:11]([S:14]([C:17]3[CH:18]=[C:19]([N:23]4[CH2:24][CH2:25][CH:26]([C:29]([N:55]([CH3:57])[CH3:56])=[O:31])[CH2:27][CH2:28]4)[CH:20]=[CH:21][CH:22]=3)(=[O:16])=[O:15])[C@H:10]([CH3:32])[CH2:9]2)=[C:4]([C:33]([F:34])([F:36])[F:35])[CH:3]=1, predict the reactants needed to synthesize it. The reactants are: [F:1][C:2]1[CH:7]=[CH:6][C:5]([N:8]2[CH2:13][CH2:12][N:11]([S:14]([C:17]3[CH:18]=[C:19]([N:23]4[CH2:28][CH2:27][CH:26]([C:29]([OH:31])=O)[CH2:25][CH2:24]4)[CH:20]=[CH:21][CH:22]=3)(=[O:16])=[O:15])[C@H:10]([CH3:32])[CH2:9]2)=[C:4]([C:33]([F:36])([F:35])[F:34])[CH:3]=1.F[P-](F)(F)(F)(F)F.N1(O[P+](N(C)C)(N(C)C)[N:55]([CH3:57])[CH3:56])C2C=CC=CC=2N=N1.CCN(C(C)C)C(C)C.